From a dataset of Catalyst prediction with 721,799 reactions and 888 catalyst types from USPTO. Predict which catalyst facilitates the given reaction. (1) Reactant: [Cl:1][C:2]1[CH:23]=[C:22]([Cl:24])[CH:21]=[CH:20][C:3]=1[O:4][CH2:5][C:6]1[CH:7]=[C:8]([CH2:16][CH2:17][CH2:18][OH:19])[CH:9]=[C:10]([O:12][CH:13]([CH3:15])[CH3:14])[CH:11]=1.O[C:26]1[CH:30]=[C:29]([CH2:31][CH2:32][C:33]([O:35]CC)=[O:34])[N:28]([C:38]2[CH:43]=[CH:42][CH:41]=[CH:40][CH:39]=2)[N:27]=1.C(P(CCCC)CCCC)CCC.N(C(N1CCCCC1)=O)=NC(N1CCCCC1)=O.O1CCCC1CCO.[OH-].[Na+].Cl. Product: [Cl:1][C:2]1[CH:23]=[C:22]([Cl:24])[CH:21]=[CH:20][C:3]=1[O:4][CH2:5][C:6]1[CH:7]=[C:8]([CH2:16][CH2:17][CH2:18][O:19][C:26]2[CH:30]=[C:29]([CH2:31][CH2:32][C:33]([OH:35])=[O:34])[N:28]([C:38]3[CH:43]=[CH:42][CH:41]=[CH:40][CH:39]=3)[N:27]=2)[CH:9]=[C:10]([O:12][CH:13]([CH3:15])[CH3:14])[CH:11]=1. The catalyst class is: 7. (2) Reactant: [NH2:1][C@H:2]1[CH2:6][CH2:5][C@H:4]([OH:7])[CH2:3]1.Cl[C:9]1[C:14]([C:15]#[N:16])=[CH:13][N:12]=[C:11]([S:17][CH3:18])[N:10]=1. Product: [OH:7][C@H:4]1[CH2:5][CH2:6][C@H:2]([NH:1][C:9]2[C:14]([C:15]#[N:16])=[CH:13][N:12]=[C:11]([S:17][CH3:18])[N:10]=2)[CH2:3]1. The catalyst class is: 1. (3) Reactant: [CH:1]1([NH2:5])[CH2:4][CH2:3][CH2:2]1.[OH:6][C:7]([C:9]([F:12])([F:11])[F:10])=[O:8].[CH2:13]([N:20]1[CH2:29][CH2:28][C:27]2[C:22](=[N:23][C:24](Cl)=[C:25]([N:30]3[CH2:35][CH2:34][CH:33]([O:36][C:37]4[CH:42]=[CH:41][C:40]([O:43][CH3:44])=[CH:39][C:38]=4[F:45])[CH2:32][CH2:31]3)[N:26]=2)[CH2:21]1)[C:14]1[CH:19]=[CH:18][CH:17]=[CH:16][CH:15]=1.CC(C)([O-])C.[Na+]. Product: [CH2:13]([N:20]1[CH2:29][CH2:28][C:27]2[C:22](=[N:23][C:24]([NH:5][CH:1]3[CH2:4][CH2:3][CH2:2]3)=[C:25]([N:30]3[CH2:31][CH2:32][CH:33]([O:36][C:37]4[CH:42]=[CH:41][C:40]([O:43][CH3:44])=[CH:39][C:38]=4[F:45])[CH2:34][CH2:35]3)[N:26]=2)[CH2:21]1)[C:14]1[CH:19]=[CH:18][CH:17]=[CH:16][CH:15]=1.[C:7]([OH:8])([C:9]([F:12])([F:11])[F:10])=[O:6]. The catalyst class is: 733. (4) Reactant: [C:1]12([NH:11][C:12](=[O:20])[NH:13][CH2:14][CH2:15][CH2:16][C:17]([OH:19])=[O:18])[CH2:10][CH:5]3[CH2:6][CH:7]([CH2:9][CH:3]([CH2:4]3)[CH2:2]1)[CH2:8]2.[CH3:21][CH:22]([CH2:26][CH2:27][CH:28]=[C:29]([CH3:31])[CH3:30])[CH2:23][CH2:24]O.Cl.CN(C)CCCN=C=NCC. Product: [CH3:21][CH:22]([CH2:26][CH2:27][CH:28]=[C:29]([CH3:31])[CH3:30])[CH2:23][CH2:24][O:18][C:17](=[O:19])[CH2:16][CH2:15][CH2:14][NH:13][C:12]([NH:11][C:1]12[CH2:8][CH:7]3[CH2:9][CH:3]([CH2:4][CH:5]([CH2:6]3)[CH2:10]1)[CH2:2]2)=[O:20]. The catalyst class is: 143. (5) Reactant: [CH3:1][C:2]1[N:7]=[C:6]([CH2:8]O)[CH:5]=[CH:4][CH:3]=1.C(Br)(Br)(Br)[Br:11].C1C=CC(P(C2C=CC=CC=2)C2C=CC=CC=2)=CC=1. Product: [Br:11][CH2:8][C:6]1[CH:5]=[CH:4][CH:3]=[C:2]([CH3:1])[N:7]=1. The catalyst class is: 4. (6) Reactant: [CH3:1][O:2][C:3](=[O:17])[CH2:4][C:5]1[CH:10]=[C:9]([C:11]([F:14])([F:13])[F:12])[CH:8]=[C:7]([O:15][CH3:16])[CH:6]=1.[CH2:18]([Li])CCC.C(NC(C)C)(C)C.IC. Product: [CH3:16][O:15][C:7]1[CH:6]=[C:5]([CH:4]([CH3:18])[C:3]([O:2][CH3:1])=[O:17])[CH:10]=[C:9]([C:11]([F:13])([F:12])[F:14])[CH:8]=1. The catalyst class is: 295. (7) Reactant: [NH:1]([C:3]1[CH:8]=[CH:7][NH:6][C:5](=[O:9])[CH:4]=1)[NH2:2].[CH3:10][C:11](=O)[CH2:12][CH3:13]. Product: [C:11](=[N:2][NH:1][C:3]1[CH:8]=[CH:7][NH:6][C:5](=[O:9])[CH:4]=1)([CH2:12][CH3:13])[CH3:10]. The catalyst class is: 8. (8) Reactant: [NH:1]1[CH2:6][CH2:5][C:4](=[O:7])[CH2:3][CH2:2]1.[C:8]([O:11][CH:12](Br)[C:13]1[CH:18]=[CH:17][CH:16]=[CH:15][CH:14]=1)(=[O:10])[CH3:9].C([O-])([O-])=O.[K+].[K+].CCN(CC)CC. Product: [O:7]=[C:4]1[CH2:5][CH2:6][N:1]([CH2:9][C:8]([O:11][CH2:12][C:13]2[CH:18]=[CH:17][CH:16]=[CH:15][CH:14]=2)=[O:10])[CH2:2][CH2:3]1. The catalyst class is: 21. (9) Reactant: [F:1][C:2]1[CH:7]=[CH:6][C:5]([CH:8]([N:30]2[CH2:35][CH2:34][N:33](C(OC(C)(C)C)=O)[CH2:32][CH2:31]2)[CH2:9][N:10]2[CH2:15][CH2:14][N:13]([CH2:16][CH2:17][CH2:18][CH2:19][C:20]3[C:29]4[C:24](=[CH:25][CH:26]=[CH:27][CH:28]=4)[CH:23]=[CH:22][CH:21]=3)[CH2:12][CH2:11]2)=[CH:4][CH:3]=1.[ClH:43].C(OCC)(=O)C. Product: [ClH:43].[ClH:43].[ClH:43].[ClH:43].[F:1][C:2]1[CH:7]=[CH:6][C:5]([CH:8]([N:30]2[CH2:35][CH2:34][NH:33][CH2:32][CH2:31]2)[CH2:9][N:10]2[CH2:15][CH2:14][N:13]([CH2:16][CH2:17][CH2:18][CH2:19][C:20]3[C:29]4[C:24](=[CH:25][CH:26]=[CH:27][CH:28]=4)[CH:23]=[CH:22][CH:21]=3)[CH2:12][CH2:11]2)=[CH:4][CH:3]=1. The catalyst class is: 370. (10) Reactant: F[C:2]1[CH:12]=[C:11]([F:13])[CH:10]=[CH:9][C:3]=1[C:4]([O:6][CH2:7][CH3:8])=[O:5].[O-]P([O-])([O-])=O.[K+].[K+].[K+].[Cl:22][C:23]1[CH:24]=[C:25]([OH:29])[CH:26]=[CH:27][CH:28]=1.CCOCC. Product: [Cl:22][C:23]1[CH:24]=[C:25]([CH:26]=[CH:27][CH:28]=1)[O:29][C:2]1[CH:12]=[C:11]([F:13])[CH:10]=[CH:9][C:3]=1[C:4]([O:6][CH2:7][CH3:8])=[O:5]. The catalyst class is: 270.